This data is from Full USPTO retrosynthesis dataset with 1.9M reactions from patents (1976-2016). The task is: Predict the reactants needed to synthesize the given product. Given the product [F:20][C:15]1[CH:14]=[C:13]([CH2:12][S:9]([Cl:26])(=[O:11])=[O:10])[CH:18]=[CH:17][C:16]=1[F:19], predict the reactants needed to synthesize it. The reactants are: ClC1N=NC(N[S:9]([CH2:12][C:13]2[CH:18]=[CH:17][C:16]([F:19])=[C:15]([F:20])[CH:14]=2)(=[O:11])=[O:10])=C(O)C=1.CS([Cl:26])(=O)=O.